This data is from Full USPTO retrosynthesis dataset with 1.9M reactions from patents (1976-2016). The task is: Predict the reactants needed to synthesize the given product. Given the product [OH:46][C:18]1[CH:19]=[C:20]([C:23]2[N:24]=[C:25]([C@H:33]3[CH2:38][CH2:37][C@H:36]([N:39]4[CH2:44][CH2:43][N:42]([CH3:45])[CH2:41][CH2:40]4)[CH2:35][CH2:34]3)[N:26]3[CH:31]=[CH:30][N:29]=[C:28]([CH3:32])[C:27]=23)[CH:21]=[CH:22][C:17]=1[NH:16][C:13]([C:6]1[N:7]([CH3:12])[C:8]2[C:4]([CH:5]=1)=[C:3]([O:2][CH3:1])[CH:11]=[CH:10][CH:9]=2)=[O:14], predict the reactants needed to synthesize it. The reactants are: [CH3:1][O:2][C:3]1[CH:11]=[CH:10][CH:9]=[C:8]2[C:4]=1[CH:5]=[C:6]([C:13](Cl)=[O:14])[N:7]2[CH3:12].[NH2:16][C:17]1[CH:22]=[CH:21][C:20]([C:23]2[N:24]=[C:25]([C@H:33]3[CH2:38][CH2:37][C@H:36]([N:39]4[CH2:44][CH2:43][N:42]([CH3:45])[CH2:41][CH2:40]4)[CH2:35][CH2:34]3)[N:26]3[CH:31]=[CH:30][N:29]=[C:28]([CH3:32])[C:27]=23)=[CH:19][C:18]=1[OH:46].C(N(CC)C(C)C)(C)C.